This data is from Catalyst prediction with 721,799 reactions and 888 catalyst types from USPTO. The task is: Predict which catalyst facilitates the given reaction. (1) Reactant: [NH2:1][C:2]1[CH:7]=[CH:6][N:5]=[C:4]([Br:8])[CH:3]=1.CCN(CC)CC.[C:16](O[C:16]([O:18][C:19]([CH3:22])([CH3:21])[CH3:20])=[O:17])([O:18][C:19]([CH3:22])([CH3:21])[CH3:20])=[O:17]. Product: [Br:8][C:4]1[CH:3]=[C:2]([NH:1][C:16]([O:18][C:19]([CH3:22])([CH3:21])[CH3:20])=[O:17])[CH:7]=[CH:6][N:5]=1. The catalyst class is: 2. (2) Reactant: [I:1]N1C(=O)CCC1=O.[NH2:9][C:10]1[N:15]=[C:14]([C:16]2[N:20]([CH2:21][O:22][CH2:23][CH2:24][Si:25]([CH3:28])([CH3:27])[CH3:26])[C:19]([C:29]3[CH:34]=[C:33]([Cl:35])[CH:32]=[CH:31][C:30]=3[CH3:36])=[C:18]([C:37]([NH2:39])=[O:38])[CH:17]=2)[CH:13]=[CH:12][N:11]=1. Product: [NH2:9][C:10]1[N:15]=[C:14]([C:16]2[N:20]([CH2:21][O:22][CH2:23][CH2:24][Si:25]([CH3:27])([CH3:26])[CH3:28])[C:19]([C:29]3[CH:34]=[C:33]([Cl:35])[CH:32]=[CH:31][C:30]=3[CH3:36])=[C:18]([C:37]([NH2:39])=[O:38])[CH:17]=2)[C:13]([I:1])=[CH:12][N:11]=1. The catalyst class is: 31. (3) Reactant: [I:1][C:2]1[C:3]([O:20][CH3:21])=[CH:4][C:5]([CH:17]([CH3:19])[CH3:18])=[C:6]([CH:16]=1)[O:7][C:8]1[C:9]([NH2:15])=[N:10][C:11]([NH2:14])=[N:12][CH:13]=1.[C:22](Cl)(=[O:27])[CH2:23][CH2:24][CH2:25][CH3:26]. Product: [I:1][C:2]1[C:3]([O:20][CH3:21])=[CH:4][C:5]([CH:17]([CH3:19])[CH3:18])=[C:6]([CH:16]=1)[O:7][C:8]1[C:9]([NH:15][C:6](=[O:7])[CH2:5][CH2:4][CH2:3][CH3:2])=[N:10][C:11]([NH:14][C:22](=[O:27])[CH2:23][CH2:24][CH2:25][CH3:26])=[N:12][CH:13]=1. The catalyst class is: 272.